Dataset: Blood-brain barrier permeability classification from the B3DB database. Task: Regression/Classification. Given a drug SMILES string, predict its absorption, distribution, metabolism, or excretion properties. Task type varies by dataset: regression for continuous measurements (e.g., permeability, clearance, half-life) or binary classification for categorical outcomes (e.g., BBB penetration, CYP inhibition). Dataset: b3db_classification. (1) The compound is CC[C@H](C)C(=O)O[C@H]1C[C@@H](O)C=C2C=C[C@H](C)[C@H](CC[C@@H](O)C[C@@H](O)CC(=O)O)[C@H]21. The result is 0 (does not penetrate BBB). (2) The compound is Cc1ccc(OC[C@@H](C)NC(=O)c2cc([N+](=O)[O-])ccc2Cl)cc1. The result is 1 (penetrates BBB). (3) The molecule is CN1CCN2c3ccccc3Cc3ccccc3[C@@H]2C1. The result is 1 (penetrates BBB). (4) The molecule is CCN(CC)C(=O)N[C@H]1C=C2c3cccc4[nH]cc(c34)C[C@H]2N(C)C1. The result is 1 (penetrates BBB). (5) The result is 1 (penetrates BBB). The compound is CCCC(=O)OC1(C(C)=O)CCCC2C3CCC4=CC(=O)C=CC4(C)C3C(O)CC21C. (6) The drug is C[C@@H]1OC(=O)C[C@H](O)C[C@H](O)CC[C@@H](O)[C@H](O)C[C@H](O)C[C@]2(O)C[C@H](O)[C@@H](C(=O)O)[C@H](C[C@@H](O[C@@H]3O[C@H](C)[C@@H](O)[C@H](N)[C@@H]3O)/C=C\C=C/C=C\C=C/C=C\C=C/C=C\[C@H](C)[C@@H](O)[C@H]1C)O2. The result is 0 (does not penetrate BBB). (7) The compound is CN(C)[C@@H]1C(=O)C(C(N)=O)=C(O)[C@@]2(O)C(=O)C3=C(O)c4c(O)ccc(Cl)c4[C@@](C)(O)[C@H]3C[C@@H]12. The result is 0 (does not penetrate BBB). (8) The drug is CN(C)C/C=C(/c1ccc(Br)cc1)c1cccnc1. The result is 1 (penetrates BBB). (9) The molecule is CC1NC(=O)C(NC(=O)c2ncccc2O)C(C)OC(=O)C(c2ccccc2)NC(=O)C2CC(=O)CCN2C(=O)C(Cc2ccc(N(C)C)cc2)N(C)C(=O)C2CCCN2C1=O. The result is 0 (does not penetrate BBB).